Task: Binary Classification. Given a drug SMILES string, predict its activity (active/inactive) in a high-throughput screening assay against a specified biological target.. Dataset: Cav3 T-type calcium channel HTS with 100,875 compounds (1) The compound is Clc1cc(c(NC(=O)c2occc2)cc1)C(=O)NCc1cccnc1. The result is 0 (inactive). (2) The drug is Fc1c(CN(Cc2ccccc2)CC)c(F)ccc1. The result is 0 (inactive). (3) The compound is o1nc(NC(=O)c2nc(C(=O)Nc3noc(c3)C)ccc2)cc1C. The result is 0 (inactive). (4) The molecule is S(Cc1[nH]c2c(n1)cccc2)c1n(c(nn1)c1ccncc1)CC=C. The result is 0 (inactive). (5) The compound is s1c2nc(cc(c2c(n2cccc2)c1NC(OC)=O)C)C. The result is 0 (inactive). (6) The result is 0 (inactive). The drug is S(c1c2c(n(CCNC(=O)c3ccccc3)c1)cccc2)CC(=O)NCc1occc1. (7) The molecule is Clc1cc(N2CCN(C(CC)c3n(nnn3)Cc3occc3)CC2)c(cc1)C. The result is 1 (active). (8) The drug is O=C(Nc1cc(cc(c1)C)C)C1CCCN(C1)c1nc(cc(n1)C)C. The result is 0 (inactive). (9) The compound is OC1(c2c(N(C1=O)Cc1c3c(ccc1)cccc3)cccc2)CC(=O)c1cccnc1. The result is 0 (inactive). (10) The molecule is O=C(N1CC2C(C(C(N)=C(C2=CC1)C#N)(C#N)C#N)CC)C. The result is 0 (inactive).